This data is from Full USPTO retrosynthesis dataset with 1.9M reactions from patents (1976-2016). The task is: Predict the reactants needed to synthesize the given product. (1) Given the product [CH:6]1([CH2:5][C@H:4]([N:11]2[CH2:19][C:18]3[C:13](=[CH:14][CH:15]=[CH:16][C:17]=3[C:20]([F:21])([F:22])[F:23])[C:12]2=[O:24])[C:3]([OH:25])=[O:2])[CH2:10][CH2:9][CH2:8][CH2:7]1, predict the reactants needed to synthesize it. The reactants are: C[O:2][C:3](=[O:25])[C@@H:4]([N:11]1[CH2:19][C:18]2[C:13](=[CH:14][CH:15]=[CH:16][C:17]=2[C:20]([F:23])([F:22])[F:21])[C:12]1=[O:24])[CH2:5][CH:6]1[CH2:10][CH2:9][CH2:8][CH2:7]1.O.[OH-].[Li+].Cl. (2) Given the product [Br:25][C:20]1[C:21]([O:23][CH3:24])=[CH:22][C:17]([C:7]2[CH:8]=[C:3]([O:2][CH3:1])[CH:4]=[CH:5][C:6]=2[O:9][CH3:10])=[C:18]([O:26][CH3:27])[CH:19]=1, predict the reactants needed to synthesize it. The reactants are: [CH3:1][O:2][C:3]1[CH:8]=[CH:7][C:6]([O:9][CH3:10])=[CH:5][C:4]=1B([O-])[O-].[Na+].[Na+].Br[C:17]1[CH:22]=[C:21]([O:23][CH3:24])[C:20]([Br:25])=[CH:19][C:18]=1[O:26][CH3:27].C(=O)([O-])[O-].[Na+].[Na+].